Dataset: Peptide-MHC class II binding affinity with 134,281 pairs from IEDB. Task: Regression. Given a peptide amino acid sequence and an MHC pseudo amino acid sequence, predict their binding affinity value. This is MHC class II binding data. (1) The peptide sequence is NDKFLANVSTVLTGK. The MHC is DRB1_0701 with pseudo-sequence DRB1_0701. The binding affinity (normalized) is 0.695. (2) The peptide sequence is LFTFVLLLSGQITWR. The MHC is DRB1_1101 with pseudo-sequence DRB1_1101. The binding affinity (normalized) is 0.294. (3) The peptide sequence is MSFVTTQPEALAAAA. The MHC is HLA-DQA10501-DQB10301 with pseudo-sequence HLA-DQA10501-DQB10301. The binding affinity (normalized) is 0.309. (4) The peptide sequence is QTSRLLMRRMRRPTG. The MHC is DRB1_1101 with pseudo-sequence DRB1_1101. The binding affinity (normalized) is 1.00.